Predict the reaction yield, written as a fraction of the theoretical maximum amount of product (1.0 means a 100% yield; for example, 0.34 means a 34% yield). From a dataset of Reaction yield outcomes from USPTO patents with 853,638 reactions. (1) The reactants are [NH2:1][C:2]1[C:11]([C:12]([O:14]N2C3C=C(Cl)C=CC=3N=N2)=O)=[C:5]2[N:6]=[CH:7][C:8]([F:10])=[CH:9][N:4]2[N:3]=1.[NH2:25][C:26]1[CH:27]=[N:28][CH:29]=[C:30]([F:45])[C:31]=1[N:32]1[CH2:37][CH2:36][CH:35]([C:38]([O:40][C:41]([CH3:44])([CH3:43])[CH3:42])=[O:39])[CH2:34][CH2:33]1.C(O)C. The catalyst is N1C=CC=CC=1. The product is [NH2:1][C:2]1[C:11]([C:12]([NH:25][C:26]2[CH:27]=[N:28][CH:29]=[C:30]([F:45])[C:31]=2[N:32]2[CH2:37][CH2:36][CH:35]([C:38]([O:40][C:41]([CH3:43])([CH3:42])[CH3:44])=[O:39])[CH2:34][CH2:33]2)=[O:14])=[C:5]2[N:6]=[CH:7][C:8]([F:10])=[CH:9][N:4]2[N:3]=1. The yield is 0.780. (2) The reactants are [C:1]([O:5][C:6]([N:8]1[CH2:11][CH:10]([O:12][C:13]2[CH:18]=[C:17]([Cl:19])[CH:16]=[CH:15][C:14]=2[O:20][CH2:21][C:22]([OH:24])=O)[CH2:9]1)=[O:7])([CH3:4])([CH3:3])[CH3:2].CN(C=O)C.O[NH:31][C:32](=[NH:34])[CH3:33].C(N(CC)C(C)C)(C)C. The catalyst is C(Cl)Cl.C1COCC1. The product is [C:1]([O:5][C:6]([N:8]1[CH2:11][CH:10]([O:12][C:13]2[CH:18]=[C:17]([Cl:19])[CH:16]=[CH:15][C:14]=2[O:20][CH2:21][C:22]2[O:24][N:34]=[C:32]([CH3:33])[N:31]=2)[CH2:9]1)=[O:7])([CH3:2])([CH3:4])[CH3:3]. The yield is 0.930. (3) The reactants are [CH3:1][C:2]1[N:3]=[CH:4][S:5][C:6]=1[CH3:7].C([Li])CCC.[C:13](OCC)(=[O:15])[CH3:14]. The catalyst is C(OCC)C. The product is [C:13]([C:4]1[S:5][C:6]([CH3:7])=[C:2]([CH3:1])[N:3]=1)(=[O:15])[CH3:14]. The yield is 0.660.